Predict the product of the given reaction. From a dataset of Forward reaction prediction with 1.9M reactions from USPTO patents (1976-2016). (1) Given the reactants C(OC([N:6]1[CH2:11][CH2:10][C:9]([OH:18])([C:12]2[S:13][C:14]([CH3:17])=[CH:15][CH:16]=2)[CH2:8][CH2:7]1)=O)C.[OH-].[K+], predict the reaction product. The product is: [OH:18][C:9]1([C:12]2[S:13][C:14]([CH3:17])=[CH:15][CH:16]=2)[CH2:8][CH2:7][NH:6][CH2:11][CH2:10]1. (2) Given the reactants C([N:8]1[CH2:13][C@H:12]2[C@:10]([N:14]([CH3:16])[CH3:15])([CH2:11]2)[CH2:9]1)C1C=CC=CC=1, predict the reaction product. The product is: [CH3:15][N:14]([CH3:16])[C@:10]12[CH2:11][C@H:12]1[CH2:13][NH:8][CH2:9]2. (3) The product is: [Cl:22][C:9]1[C:10]2[C:5](=[CH:4][C:3]([O:2][CH3:1])=[CH:12][CH:11]=2)[CH:6]=[C:7]([NH:14][C:15]2[CH:19]=[CH:18][NH:17][N:16]=2)[N:8]=1. Given the reactants [CH3:1][O:2][C:3]1[CH:4]=[C:5]2[C:10](=[CH:11][CH:12]=1)[C:9](=O)[NH:8][C:7]([NH:14][C:15]1[CH:19]=[CH:18][NH:17][N:16]=1)=[CH:6]2.O=P(Cl)(Cl)[Cl:22], predict the reaction product. (4) The product is: [Br:1][C:2]1[C:3]([F:20])=[CH:4][C:5]2[O:11][CH2:10][CH2:9][N:8]3[C:12]([C:32]4[NH:28][N:29]=[C:30]([CH3:36])[CH:31]=4)=[C:13]([C:15]([NH2:17])=[O:16])[N:14]=[C:7]3[C:6]=2[CH:19]=1. Given the reactants [Br:1][C:2]1[C:3]([F:20])=[CH:4][C:5]2[O:11][CH2:10][CH2:9][N:8]3[C:12](I)=[C:13]([C:15]([NH2:17])=[O:16])[N:14]=[C:7]3[C:6]=2[CH:19]=1.C(OC([N:28]1[C:32](B(O)O)=[CH:31][C:30]([CH3:36])=[N:29]1)=O)(C)(C)C, predict the reaction product. (5) The product is: [CH3:1][C:2]1[N:3]([CH2:13][C:14]2[CH:23]=[CH:22][C:21]3[C:16](=[CH:17][CH:18]=[CH:19][CH:20]=3)[CH:15]=2)[CH:4]=[C:5]([C:7]([O:9][CH2:10][CH3:11])=[O:8])[N:6]=1. Given the reactants [CH3:1][C:2]1[NH:3][CH:4]=[C:5]([C:7]([O:9][CH2:10][CH3:11])=[O:8])[N:6]=1.Br[CH2:13][C:14]1[CH:23]=[CH:22][C:21]2[C:16](=[CH:17][CH:18]=[CH:19][CH:20]=2)[CH:15]=1, predict the reaction product.